From a dataset of Forward reaction prediction with 1.9M reactions from USPTO patents (1976-2016). Predict the product of the given reaction. (1) Given the reactants [CH:1]1([N:7]([CH2:17][CH:18]2[CH2:20][CH2:19]2)[C:8]2[N:13]=[CH:12][N:11]=[C:10]([C:14]([OH:16])=O)[CH:9]=2)[CH2:6][CH2:5][CH2:4][CH2:3][CH2:2]1.[NH2:21][C:22]1[CH:23]=[C:24]2[C:28](=[CH:29][C:30]=1[CH3:31])[NH:27][N:26]=[CH:25]2, predict the reaction product. The product is: [CH:1]1([N:7]([CH2:17][CH:18]2[CH2:20][CH2:19]2)[C:8]2[N:13]=[CH:12][N:11]=[C:10]([C:14]([NH:21][C:22]3[CH:23]=[C:24]4[C:28](=[CH:29][C:30]=3[CH3:31])[NH:27][N:26]=[CH:25]4)=[O:16])[CH:9]=2)[CH2:2][CH2:3][CH2:4][CH2:5][CH2:6]1. (2) The product is: [CH2:1]([C:3]1[S:7][C:6]([C:8]2[CH:13]=[CH:12][CH:11]=[CH:10][N:9]=2)=[N:5][C:4]=1[O:14][S:19]([C:18]([F:37])([F:36])[F:17])(=[O:21])=[O:20])[CH3:2]. Given the reactants [CH2:1]([C:3]1[S:7][C:6]([C:8]2[CH:13]=[CH:12][CH:11]=[CH:10][N:9]=2)=[N:5][C:4]=1[OH:14])[CH3:2].[H-].[Na+].[F:17][C:18]([F:37])([F:36])[S:19](N([S:19]([C:18]([F:37])([F:36])[F:17])(=[O:21])=[O:20])C1C=CC=CC=1)(=[O:21])=[O:20], predict the reaction product.